This data is from Peptide-MHC class I binding affinity with 185,985 pairs from IEDB/IMGT. The task is: Regression. Given a peptide amino acid sequence and an MHC pseudo amino acid sequence, predict their binding affinity value. This is MHC class I binding data. (1) The peptide sequence is ALLFFIVAL. The MHC is HLA-A02:03 with pseudo-sequence HLA-A02:03. The binding affinity (normalized) is 0.362. (2) The peptide sequence is KYNYFIHFF. The MHC is HLA-A29:02 with pseudo-sequence HLA-A29:02. The binding affinity (normalized) is 0.467. (3) The peptide sequence is SGYNFSLGAAV. The MHC is H-2-Kb with pseudo-sequence H-2-Kb. The binding affinity (normalized) is 1.00.